From a dataset of Forward reaction prediction with 1.9M reactions from USPTO patents (1976-2016). Predict the product of the given reaction. (1) Given the reactants Br[C:2]1[CH:16]=[CH:15][CH:14]=[C:13]([F:17])[C:3]=1[C:4]([NH:6][CH2:7][CH:8]([O:11]C)OC)=O.BrC1C=CC=C(F)C=1[C:21]([OH:23])=[O:22].CN(C(ON1N=NC2C=CC=CC1=2)=[N+](C)C)C.F[P-](F)(F)(F)(F)F.CCN(C(C)C)C(C)C.COC(OC)CN, predict the reaction product. The product is: [F:17][C:13]1[C:3]([C:4]2[O:11][CH:8]=[CH:7][N:6]=2)=[C:2]([CH:16]=[CH:15][CH:14]=1)[C:21]([OH:23])=[O:22]. (2) Given the reactants [F:1][C:2]1[CH:3]=[CH:4][C:5]([C:8]2[N:12]=[C:11]([C:13]3[CH:18]=[C:17]([C:19]#[N:20])[CH:16]=[C:15]([NH2:21])[CH:14]=3)[O:10][N:9]=2)=[N:6][CH:7]=1.[C:22]1(=O)[CH2:26][CH2:25][CH2:24][CH2:23]1.C([BH3-])#N.[Na+].O1CCCC1, predict the reaction product. The product is: [F:1][C:2]1[CH:3]=[CH:4][C:5]([C:8]2[N:12]=[C:11]([C:13]3[CH:14]=[C:15]([NH:21][CH:22]4[CH2:26][CH2:25][CH2:24][CH2:23]4)[CH:16]=[C:17]([C:19]#[N:20])[CH:18]=3)[O:10][N:9]=2)=[N:6][CH:7]=1. (3) Given the reactants [Cl:1][C:2]([N:4]1[C@H:9]([CH3:10])[CH2:8][N:7](C(OC(C)(C)C)=O)[CH2:6][C@@H:5]1[CH3:18])=[O:3].[Cl:19][C:20]1[CH:27]=[CH:26][CH:25]=[CH:24][C:21]=1[CH2:22][OH:23], predict the reaction product. The product is: [ClH:1].[CH3:18][C@H:5]1[CH2:6][NH:7][CH2:8][C@@H:9]([CH3:10])[N:4]1[C:2]([O:23][CH2:22][C:21]1[CH:24]=[CH:25][CH:26]=[CH:27][C:20]=1[Cl:19])=[O:3]. (4) Given the reactants Br[CH2:2][CH2:3]Br.[C:5]([O-:8])([O-])=[O:6].[K+].[K+].N[C:12]1C=CC=C[C:13]=1[OH:18], predict the reaction product. The product is: [CH3:12][CH2:13][O:18][CH2:2][CH3:3].[C:5]([O-:8])(=[O:6])[CH3:2]. (5) The product is: [CH3:1][O:2][C:3]1[CH:8]=[CH:7][C:6]([CH3:9])=[CH:5][C:4]=1[NH:10][C:11]([NH2:13])=[S:12]. Given the reactants [CH3:1][O:2][C:3]1[CH:8]=[CH:7][C:6]([CH3:9])=[CH:5][C:4]=1[NH:10][C:11]([NH:13]C(=O)C1C=CC=CC=1)=[S:12].C[O-].[Na+], predict the reaction product. (6) Given the reactants ClC1C=C(C2C=C(C([N:22]3[CH2:27][CH2:26][NH:25][C:24](=[O:28])[CH2:23]3)=O)OC=2C2C=CC(F)=CC=2)C=CC=1.[Cl:29][C:30]1[CH:31]=[C:32]([C:37]2[CH:38]=[C:39]([C:50](O)=[O:51])[O:40][C:41]=2[C:42]2[CH:47]=[CH:46][CH:45]=[C:44]([C:48]#[N:49])[CH:43]=2)[CH:33]=[C:34]([F:36])[CH:35]=1.N1CCNCC1=O, predict the reaction product. The product is: [Cl:29][C:30]1[CH:31]=[C:32]([C:37]2[CH:38]=[C:39]([C:50]([N:22]3[CH2:27][CH2:26][NH:25][C:24](=[O:28])[CH2:23]3)=[O:51])[O:40][C:41]=2[C:42]2[CH:43]=[C:44]([C:48]#[N:49])[CH:45]=[CH:46][CH:47]=2)[CH:33]=[C:34]([F:36])[CH:35]=1. (7) The product is: [OH:33]/[N:32]=[C:1](/[C@H:3]1[C@@H:7](/[CH:8]=[CH:9]/[CH2:10][CH2:11][CH2:12][CH2:13][CH2:14][CH2:15][CH2:16][CH2:17][CH2:18][CH2:19][CH2:20][CH2:21][CH3:22])[O:6][C:5]([CH3:23])([CH3:24])[N:4]1[C:25]([O:27][C:28]([CH3:29])([CH3:31])[CH3:30])=[O:26])\[NH2:2]. Given the reactants [C:1]([C@H:3]1[C@@H:7](/[CH:8]=[CH:9]/[CH2:10][CH2:11][CH2:12][CH2:13][CH2:14][CH2:15][CH2:16][CH2:17][CH2:18][CH2:19][CH2:20][CH2:21][CH3:22])[O:6][C:5]([CH3:24])([CH3:23])[N:4]1[C:25]([O:27][C:28]([CH3:31])([CH3:30])[CH3:29])=[O:26])#[N:2].[NH2:32][OH:33], predict the reaction product. (8) The product is: [CH2:13]([O:12][C:9]1[CH:10]=[CH:11][C:6]([C:5]2[O:4][CH:1]=[CH:2][N:27]=2)=[CH:7][C:8]=1[N:16]=[C:17]=[S:18])[CH3:14]. Given the reactants [CH:1]([O:4][C:5](=O)[C:6]1[CH:11]=[CH:10][C:9]([O:12][CH:13](C)[CH3:14])=[C:8]([N:16]=[C:17]=[S:18])[CH:7]=1)(C)[CH3:2].CC1C=CC(C([NH2:27])=O)=CC=1NC(N)=S, predict the reaction product.